The task is: Predict the product of the given reaction.. This data is from Forward reaction prediction with 1.9M reactions from USPTO patents (1976-2016). (1) Given the reactants [OH:1][C:2]1[C:11]2[C:6](=[CH:7][CH:8]=[CH:9][CH:10]=2)[C:5]([CH3:17])([CH2:12][CH2:13][CH:14]([CH3:16])[CH3:15])[C:4](=[O:18])[C:3]=1[C:19]1[NH:24][C:23]2[CH:25]=[CH:26][C:27]([NH:29]C(=O)OC(C)(C)C)=[CH:28][C:22]=2[S:21](=[O:38])(=[O:37])[N:20]=1.[ClH:39], predict the reaction product. The product is: [ClH:39].[NH2:29][C:27]1[CH:26]=[CH:25][C:23]2[NH:24][C:19]([C:3]3[C:4](=[O:18])[C:5]([CH3:17])([CH2:12][CH2:13][CH:14]([CH3:16])[CH3:15])[C:6]4[C:11]([C:2]=3[OH:1])=[CH:10][CH:9]=[CH:8][CH:7]=4)=[N:20][S:21](=[O:38])(=[O:37])[C:22]=2[CH:28]=1. (2) Given the reactants [NH2:1][C:2]1[CH:10]=[CH:9][C:5]([C:6]([O-:8])=[O:7])=[CH:4][CH:3]=1.[N:11]([O-])=O.[Na+].[C:15]([NH:22][CH2:23][CH2:24][C:25]1[CH:30]=[CH:29][C:28]([OH:31])=[CH:27][CH:26]=1)([O:17][C:18]([CH3:21])([CH3:20])[CH3:19])=[O:16].CC(C)=O, predict the reaction product. The product is: [C:18]([O:17][C:15]([NH:22][CH2:23][CH2:24][C:25]1[CH:30]=[CH:29][C:28]([OH:31])=[C:27](/[N:11]=[N:1]/[C:2]2[CH:10]=[CH:9][C:5]([C:6]([OH:8])=[O:7])=[CH:4][CH:3]=2)[CH:26]=1)=[O:16])([CH3:20])([CH3:21])[CH3:19]. (3) Given the reactants [CH3:1][C@H:2]1[N:7]([C:8]2[CH:13]=[CH:12][C:11]([C:14]([F:17])([F:16])[F:15])=[CH:10][N:9]=2)[CH2:6][CH2:5][N:4]([CH2:18][C:19]2[C:20]([CH2:24][OH:25])=[N:21][NH:22][CH:23]=2)[CH2:3]1, predict the reaction product. The product is: [CH3:1][C@H:2]1[N:7]([C:8]2[CH:13]=[CH:12][C:11]([C:14]([F:17])([F:16])[F:15])=[CH:10][N:9]=2)[CH2:6][CH2:5][N:4]([CH2:18][C:19]2[C:20]([CH:24]=[O:25])=[N:21][NH:22][CH:23]=2)[CH2:3]1. (4) Given the reactants Br[C:2]1[CH:3]=[C:4]([CH2:8][O:9][C:10]2[CH:15]=[CH:14][C:13]([CH2:16][CH2:17][C:18]([O:20][CH3:21])=[O:19])=[CH:12][CH:11]=2)[CH:5]=[CH:6][CH:7]=1.[N:22]1[CH:27]=[CH:26][CH:25]=[CH:24][C:23]=1[Sn](C)(C)C.O, predict the reaction product. The product is: [N:22]1[CH:27]=[CH:26][CH:25]=[CH:24][C:23]=1[C:2]1[CH:3]=[C:4]([CH2:8][O:9][C:10]2[CH:15]=[CH:14][C:13]([CH2:16][CH2:17][C:18]([O:20][CH3:21])=[O:19])=[CH:12][CH:11]=2)[CH:5]=[CH:6][CH:7]=1.